Dataset: HIV replication inhibition screening data with 41,000+ compounds from the AIDS Antiviral Screen. Task: Binary Classification. Given a drug SMILES string, predict its activity (active/inactive) in a high-throughput screening assay against a specified biological target. The molecule is COC(=O)c1cc(C(=CC(=O)O)c2cc(Cl)c(OC)c(C(=O)OC)c2)cc(Cl)c1OC. The result is 0 (inactive).